This data is from Catalyst prediction with 721,799 reactions and 888 catalyst types from USPTO. The task is: Predict which catalyst facilitates the given reaction. (1) Reactant: C[O:2][C:3](=[O:20])[CH2:4][C:5]1[CH:10]=[CH:9][CH:8]=[CH:7][C:6]=1[CH2:11][NH:12][C:13]([O:15][C:16]([CH3:19])([CH3:18])[CH3:17])=[O:14].O.[OH-].[Li+]. Product: [C:16]([O:15][C:13]([NH:12][CH2:11][C:6]1[CH:7]=[CH:8][CH:9]=[CH:10][C:5]=1[CH2:4][C:3]([OH:20])=[O:2])=[O:14])([CH3:19])([CH3:17])[CH3:18]. The catalyst class is: 30. (2) Reactant: [C:1]([O:4][CH2:5][C@H:6]1[CH2:11][C@@H:10]([O:12][C:13](=[O:15])[CH3:14])[CH2:9][CH2:8][C@@:7]1([C@H:17]1[CH2:25][CH2:24][C@@:23]2([CH3:26])[C@@H:19]([CH2:20][CH2:21][C:22]2=[CH2:27])[C@@H:18]1[CH2:28][OH:29])[CH3:16])(=[O:3])[CH3:2]. Product: [C:1]([O:4][CH2:5][C@H:6]1[CH2:11][C@@H:10]([O:12][C:13](=[O:15])[CH3:14])[CH2:9][CH2:8][C@@:7]1([C@H:17]1[CH2:25][CH2:24][C@@:23]2([CH3:26])[C@@H:19]([CH2:20][CH2:21][C:22]2=[CH2:27])[C@@H:18]1[CH:28]=[O:29])[CH3:16])(=[O:3])[CH3:2]. The catalyst class is: 23. (3) Reactant: [F:1][C:2]1[CH:3]=[C:4]([CH:8]=[C:9]([F:11])[CH:10]=1)C(O)=O.C([N:14]([CH2:17]C)CC)C.C1([O:25]P(N=[N+]=[N-])(=O)OC2C=CC=CC=2)C=CC=CC=1.[NH2:38][C:39]1[CH:44]=[CH:43][C:42]([C:45]2[CH:53]=[CH:52][C:51]([C:54]3[NH:55][C:56]([CH3:59])=[CH:57][N:58]=3)=[C:50]3[C:46]=2[CH2:47][NH:48][C:49]3=[O:60])=[C:41]([F:61])[CH:40]=1.C([O-])(O)=O.[Na+]. Product: [F:11][C:9]1[CH:8]=[C:4]([NH:14][C:17]([NH:38][C:39]2[CH:44]=[CH:43][C:42]([C:45]3[CH:53]=[CH:52][C:51]([C:54]4[NH:55][C:56]([CH3:59])=[CH:57][N:58]=4)=[C:50]4[C:46]=3[CH2:47][NH:48][C:49]4=[O:60])=[C:41]([F:61])[CH:40]=2)=[O:25])[CH:3]=[C:2]([F:1])[CH:10]=1. The catalyst class is: 375. (4) Reactant: [CH:1](/[CH2:9][C:10]([OH:12])=O)=[CH:2]\[C:3]1[CH:8]=[CH:7][CH:6]=[CH:5][CH:4]=1.CCN(CC)CC.CN(C(ON1N=NC2C=CC=CC1=2)=[N+](C)C)C.[B-](F)(F)(F)F.C([O-])(=O)C.[O:46]=[C:47]1[C@@H:50]([NH3+:51])[CH2:49][NH:48]1. Product: [O:46]=[C:47]1[C@@H:50]([NH:51][C:10](=[O:12])[CH2:9]/[CH:1]=[CH:2]/[C:3]2[CH:4]=[CH:5][CH:6]=[CH:7][CH:8]=2)[CH2:49][NH:48]1. The catalyst class is: 2. (5) Reactant: [S:1]([Cl:5])(Cl)(=[O:3])=[O:2].[CH3:6][C:7]1[S:11][C:10]2[CH:12]=[CH:13][CH:14]=[CH:15][C:9]=2[CH:8]=1. Product: [CH3:6][C:7]1[S:11][C:10]2[CH:12]=[CH:13][CH:14]=[CH:15][C:9]=2[C:8]=1[S:1]([Cl:5])(=[O:3])=[O:2]. The catalyst class is: 9. (6) Reactant: [C:1]([OH:10])(=O)[CH2:2][CH2:3][CH2:4][CH2:5][CH2:6][CH2:7][CH3:8].Cl.[NH2:12][CH2:13][NH:14][C:15]([C:17]1[C:21]([CH3:22])=[C:20]([C:23]2[CH:28]=[CH:27][C:26]([Cl:29])=[CH:25][CH:24]=2)[N:19]([C:30]2[CH:35]=[CH:34][C:33]([Cl:36])=[CH:32][C:31]=2[Cl:37])[N:18]=1)=[O:16].CCN=C=NCCCN(C)C.Cl. Product: [Cl:29][C:26]1[CH:25]=[CH:24][C:23]([C:20]2[N:19]([C:30]3[CH:35]=[CH:34][C:33]([Cl:36])=[CH:32][C:31]=3[Cl:37])[N:18]=[C:17]([C:15]([NH:14][CH2:13][NH:12][C:1](=[O:10])[CH2:2][CH2:3][CH2:4][CH2:5][CH2:6][CH2:7][CH3:8])=[O:16])[C:21]=2[CH3:22])=[CH:28][CH:27]=1. The catalyst class is: 79. (7) Reactant: [N:1]1[CH:6]=[CH:5][CH:4]=[CH:3][C:2]=1[C:7]1[CH2:11][CH2:10][C:9](=[O:12])[CH:8]=1. Product: [N:1]1[CH:6]=[CH:5][CH:4]=[CH:3][C:2]=1[CH:7]1[CH2:11][CH2:10][C:9](=[O:12])[CH2:8]1. The catalyst class is: 50. (8) Reactant: [CH2:1]([N:3]1[C:11]2[CH:10]=[C:9]3[NH:12][C:13]([C:15]4[C:23]5[C:18](=[CH:19][CH:20]=[C:21]([C:24]([OH:26])=[O:25])[CH:22]=5)[NH:17][N:16]=4)=[N:14][C:8]3=[CH:7][C:6]=2[C:5]([CH3:28])([CH3:27])[C:4]1=[O:29])[CH3:2].[C:30](Cl)(=O)C(Cl)=O.CO.C(N(CC)CC)C. Product: [CH3:30][O:25][C:24]([C:21]1[CH:22]=[C:23]2[C:18](=[CH:19][CH:20]=1)[NH:17][N:16]=[C:15]2[C:13]1[NH:12][C:9]2[C:8]([N:14]=1)=[CH:7][C:6]1[C:5]([CH3:28])([CH3:27])[C:4](=[O:29])[N:3]([CH2:1][CH3:2])[C:11]=1[CH:10]=2)=[O:26]. The catalyst class is: 118.